From a dataset of Reaction yield outcomes from USPTO patents with 853,638 reactions. Predict the reaction yield, written as a fraction of the theoretical maximum amount of product (1.0 means a 100% yield; for example, 0.34 means a 34% yield). (1) The reactants are [C:1](=[O:8])([O:3][C:4]([CH3:7])([CH3:6])[CH3:5])[NH2:2].[OH-].[Na+].ClOC(C)(C)C.CC[C@@H]1[C@@H]2C[C@H]([C@@H:27]([O:40]C3C4C(=CC=CC=4)C([O:40][C@@H:27]([C:28]4C=CN=[C:34]5[C:29]=4[CH:30]=[C:31](OC)[CH:32]=[CH:33]5)[C@@H]4N5C[C@H](CC)[C@@H](CC5)C4)=NN=3)[C:28]3C=CN=[C:34]4[C:29]=3[CH:30]=[C:31](OC)[CH:32]=[CH:33]4)N(CC2)C1.[Br:75]C1C=CC(C=C)=CC=1.S([O-])([O-])=O.[Na+].[Na+]. The catalyst is C(O)CC. The product is [C:4]([O:3][C:1](=[O:8])[NH:2][C@H:28]([C:29]1[CH:34]=[CH:33][C:32]([Br:75])=[CH:31][CH:30]=1)[CH2:27][OH:40])([CH3:7])([CH3:6])[CH3:5]. The yield is 0.580. (2) The reactants are [CH2:1]([C:8]1[CH:9]=[N:10][N:11]2[C:16](N(C)C3C=CC=CC=3)=[N:15][C:14]([CH3:25])=[N:13][C:12]=12)[C:2]1[CH:7]=[CH:6][CH:5]=[CH:4][CH:3]=1.[OH-:26].[Na+]. The catalyst is O.CCO. The product is [CH2:1]([C:8]1[CH:9]=[N:10][N:11]2[C:16](=[O:26])[NH:15][C:14]([CH3:25])=[N:13][C:12]=12)[C:2]1[CH:7]=[CH:6][CH:5]=[CH:4][CH:3]=1. The yield is 0.680. (3) The product is [CH3:25][NH:26][C:15]([C:7]1[C:6]2[CH:13]=[CH:14][C:3]([O:2][CH3:1])=[CH:4][C:5]=2[O:9][C:8]=1[CH:10]([CH3:11])[CH3:12])=[O:19]. The yield is 0.600. The reactants are [CH3:1][O:2][C:3]1[CH:14]=[CH:13][C:6]2[CH:7]=[C:8]([CH:10]([CH3:12])[CH3:11])[O:9][C:5]=2[CH:4]=1.[C:15](Cl)(=[O:19])C(Cl)=O.[Al+3].[Cl-].[Cl-].[Cl-].[CH3:25][NH2:26]. No catalyst specified. (4) The reactants are [NH2:1][C:2]1[CH:3]=[C:4]([OH:9])[CH:5]=[CH:6][C:7]=1[Cl:8].I[C:11]1[CH:12]=[CH:13][C:14]2[N:15]([CH:17]=[C:18]([NH:20][C:21]([CH:23]3[CH2:25][CH:24]3[CH3:26])=[O:22])[N:19]=2)[N:16]=1.C(=O)([O-])[O-].[K+].[K+]. The catalyst is CN(C)C=O. The product is [NH2:1][C:2]1[CH:3]=[C:4]([CH:5]=[CH:6][C:7]=1[Cl:8])[O:9][C:11]1[CH:12]=[CH:13][C:14]2[N:15]([CH:17]=[C:18]([NH:20][C:21]([CH:23]3[CH2:25][CH:24]3[CH3:26])=[O:22])[N:19]=2)[N:16]=1. The yield is 0.730.